Dataset: Catalyst prediction with 721,799 reactions and 888 catalyst types from USPTO. Task: Predict which catalyst facilitates the given reaction. Reactant: [F:1][C:2]1[CH:7]=[CH:6][C:5]([O:8][CH3:9])=[CH:4][C:3]=1[C:10]1[CH:15]=[CH:14][C:13]([C:16](O)=[O:17])=[CH:12][C:11]=1[N:19]1[CH2:24][CH2:23][CH2:22][CH2:21][CH2:20]1.[H-].[H-].[H-].[H-].[Li+].[Al+3].[OH-].[Na+]. Product: [F:1][C:2]1[CH:7]=[CH:6][C:5]([O:8][CH3:9])=[CH:4][C:3]=1[C:10]1[CH:15]=[CH:14][C:13]([CH2:16][OH:17])=[CH:12][C:11]=1[N:19]1[CH2:24][CH2:23][CH2:22][CH2:21][CH2:20]1. The catalyst class is: 1.